Dataset: Forward reaction prediction with 1.9M reactions from USPTO patents (1976-2016). Task: Predict the product of the given reaction. (1) Given the reactants Br[C:2]1[CH:7]=[CH:6][C:5]([CH:8]([O:10][CH3:11])[CH3:9])=[CH:4][CH:3]=1.CC([O-])=O.[K+].[CH3:17][C:18]1([CH3:34])[C:22]([CH3:24])([CH3:23])[O:21][B:20]([B:20]2[O:21][C:22]([CH3:24])([CH3:23])[C:18]([CH3:34])([CH3:17])[O:19]2)[O:19]1.O, predict the reaction product. The product is: [CH3:11][O:10][CH:8]([C:5]1[CH:6]=[CH:7][C:2]([B:20]2[O:21][C:22]([CH3:24])([CH3:23])[C:18]([CH3:34])([CH3:17])[O:19]2)=[CH:3][CH:4]=1)[CH3:9]. (2) The product is: [CH2:10]([C:9]1[C:5]([O:22][CH3:18])=[CH:6][S:7][CH:8]=1)[CH2:11][CH2:12][CH2:13][CH2:14][CH3:15]. Given the reactants C[O-].[Na+].Br[C:5]1[C:9]([CH2:10][CH2:11][CH2:12][CH2:13][CH2:14][CH3:15])=[CH:8][S:7][CH:6]=1.CN1CCC[C:18]1=[O:22].C1(C)C=CC=CC=1, predict the reaction product. (3) Given the reactants [CH2:1]([C:21]1[C:26]([OH:27])=[C:25]([CH3:28])[C:24]([CH3:29])=[C:23]([OH:30])[C:22]=1[CH3:31])/[CH:2]=[C:3](/[CH2:5][CH2:6][CH2:7][C@@H:8]([CH2:10][CH2:11][CH2:12][C@@H:13]([CH2:15][CH2:16][CH2:17][CH:18]([CH3:20])[CH3:19])[CH3:14])[CH3:9])\[CH3:4].[C:32]([O:35]C(=O)C)(=[O:34])[CH3:33], predict the reaction product. The product is: [C:32]([OH:35])(=[O:34])[CH3:33].[C:32]([OH:35])(=[O:34])[CH3:33].[CH2:1]([C:21]1[C:26]([OH:27])=[C:25]([CH3:28])[C:24]([CH3:29])=[C:23]([OH:30])[C:22]=1[CH3:31])/[CH:2]=[C:3](/[CH2:5][CH2:6][CH2:7][C@@H:8]([CH2:10][CH2:11][CH2:12][C@@H:13]([CH2:15][CH2:16][CH2:17][CH:18]([CH3:19])[CH3:20])[CH3:14])[CH3:9])\[CH3:4].